This data is from hERG Central: cardiac toxicity at 1µM, 10µM, and general inhibition. The task is: Predict hERG channel inhibition at various concentrations. The compound is Cc1cc(OCCOCCN2CCCC2)ccc1C(C)C. Results: hERG_inhib (hERG inhibition (general)): blocker.